Dataset: Catalyst prediction with 721,799 reactions and 888 catalyst types from USPTO. Task: Predict which catalyst facilitates the given reaction. (1) Reactant: C(O[C:6]([C:8]1[C:17]([NH2:18])=[CH:16][C:15]2[C:10](=[CH:11][C:12]([O:28][CH3:29])=[C:13]([O:19][CH2:20][CH2:21][N:22]3[CH2:27][CH2:26][O:25][CH2:24][CH2:23]3)[CH:14]=2)[CH:9]=1)=[O:7])(C)(C)C.[CH:30]([NH2:32])=O. Product: [CH3:29][O:28][C:12]1[C:13]([O:19][CH2:20][CH2:21][N:22]2[CH2:27][CH2:26][O:25][CH2:24][CH2:23]2)=[CH:14][C:15]2[CH:16]=[C:17]3[C:8]([C:6](=[O:7])[NH:32][CH:30]=[N:18]3)=[CH:9][C:10]=2[CH:11]=1. The catalyst class is: 61. (2) Reactant: [Cl:1][CH:2]1[N:7](Cl)[CH:6]=[CH:5][N:4]=[CH:3]1.CN(C=O)C.[C:14]([O:18][C:19]([N:21]1[CH2:26][CH2:25][NH:24][CH2:23][CH2:22]1)=[O:20])([CH3:17])([CH3:16])[CH3:15]. Product: [C:14]([O:18][C:19]([N:21]1[CH2:26][CH2:25][N:24]([C:3]2[C:2]([Cl:1])=[N:7][CH:6]=[CH:5][N:4]=2)[CH2:23][CH2:22]1)=[O:20])([CH3:17])([CH3:15])[CH3:16]. The catalyst class is: 6.